Dataset: Forward reaction prediction with 1.9M reactions from USPTO patents (1976-2016). Task: Predict the product of the given reaction. (1) Given the reactants Cl[C:2]1[CH:3]=[CH:4][C:5]2[N:11]3[CH2:12][C@H:8]([CH2:9][CH2:10]3)[N:7]([C:13]([NH:15][C:16]3[CH:21]=[N:20][CH:19]=[CH:18][N:17]=3)=[O:14])[C:6]=2[N:22]=1.[F:23][C@@H:24]1[CH2:28][CH2:27][N:26]([C:29]2[CH:34]=[CH:33][CH:32]=[C:31](B3OC(C)(C)C(C)(C)O3)[CH:30]=2)[CH2:25]1.C1(P(C2CCCCC2)C2C=CC=CC=2C2C(C(C)C)=CC(C(C)C)=CC=2C(C)C)CCCCC1.C([O-])([O-])=O.[Cs+].[Cs+], predict the reaction product. The product is: [F:23][C@@H:24]1[CH2:28][CH2:27][N:26]([C:29]2[CH:34]=[C:33]([C:2]3[CH:3]=[CH:4][C:5]4[N:11]5[CH2:12][C@H:8]([CH2:9][CH2:10]5)[N:7]([C:13]([NH:15][C:16]5[CH:21]=[N:20][CH:19]=[CH:18][N:17]=5)=[O:14])[C:6]=4[N:22]=3)[CH:32]=[CH:31][CH:30]=2)[CH2:25]1. (2) Given the reactants CN([C:4]1[CH:9]=[CH:8][CH:7]=[CH:6][N:5]=1)C.Cl.[CH2:11](N=C=NCCCN(C)C)[CH3:12].[CH3:22][O:23][C:24]1[C:25](=[O:48])[C:26]([CH3:47])=[C:27]([CH2:33][C:34]2[CH:35]=[CH:36][C:37]([O:43]C(=O)C)=[C:38]([CH:42]=2)[C:39](O)=[O:40])[C:28](=[O:32])[C:29]=1[O:30][CH3:31].[CH2:49](Cl)Cl, predict the reaction product. The product is: [CH3:22][O:23][C:24]1[C:25](=[O:48])[C:26]([CH3:47])=[C:27]([CH2:33][C:34]2[CH:35]=[CH:36][C:37]([OH:43])=[C:38]([CH:42]=2)[C:39]([NH:5][C@@H:6]([C:7]2[CH:12]=[CH:11][CH:4]=[CH:9][CH:8]=2)[CH3:49])=[O:40])[C:28](=[O:32])[C:29]=1[O:30][CH3:31]. (3) The product is: [NH:11]1[CH:15]=[CH:14][C:13]([C:16]2[CH:17]=[C:18]([C:19]3[O:1][N:2]=[C:3]([C:4]4[CH:5]=[N:6][CH:7]=[CH:8][CH:9]=4)[N:10]=3)[CH:22]=[CH:23][CH:24]=2)=[N:12]1. Given the reactants [OH:1][N:2]=[C:3]([NH2:10])[C:4]1[CH:9]=[CH:8][CH:7]=[N:6][CH:5]=1.[NH:11]1[CH:15]=[CH:14][C:13]([C:16]2[CH:17]=[C:18]([CH:22]=[CH:23][CH:24]=2)[C:19](O)=O)=[N:12]1.N, predict the reaction product. (4) Given the reactants [O:1]1[C:5]2[CH:6]=[CH:7][C:8]([CH:10]=O)=[CH:9][C:4]=2[O:3][CH2:2]1.C([O-])=O.[Na+].Cl.[NH2:17]O, predict the reaction product. The product is: [O:1]1[C:5]2[CH:6]=[CH:7][C:8]([C:10]#[N:17])=[CH:9][C:4]=2[O:3][CH2:2]1. (5) Given the reactants C1(P(C2C=CC=CC=2)C2C=CC=CC=2)C=CC=CC=1.CC[O:22]C(/N=N/C(OCC)=O)=O.C([O:34][C:35](=[O:52])[C@@H:36]([O:50][CH3:51])[CH2:37][C:38]1[CH:43]=[CH:42][C:41]([C:44]#[C:45][CH2:46][CH2:47][CH2:48][OH:49])=[CH:40][CH:39]=1)C.[O:53]([C:60]1[CH:65]=[CH:64][C:63](O)=[CH:62][CH:61]=1)[C:54]1[CH:59]=[CH:58][CH:57]=[CH:56][CH:55]=1, predict the reaction product. The product is: [CH3:51][O:50][C@@H:36]([CH2:37][C:38]1[CH:39]=[CH:40][C:41]([C:44](=[O:22])[CH2:45][CH2:46][CH2:47][CH2:48][O:49][C:63]2[CH:62]=[CH:61][C:60]([O:53][C:54]3[CH:59]=[CH:58][CH:57]=[CH:56][CH:55]=3)=[CH:65][CH:64]=2)=[CH:42][CH:43]=1)[C:35]([OH:34])=[O:52]. (6) Given the reactants C(=O)([O-])[O-].[K+].[K+].[OH:7][C:8]1[CH:9]=[C:10]([CH:20]=[C:21]([O:23][CH:24]([CH3:26])[CH3:25])[CH:22]=1)[C:11]([NH:13][C:14]1[CH:18]=[CH:17][N:16]([CH3:19])[N:15]=1)=[O:12].[CH2:27]([O:29][C:30](=[O:38])[C:31]1[CH:36]=[CH:35][C:34](F)=[CH:33][CH:32]=1)[CH3:28].CCOCC, predict the reaction product. The product is: [CH3:25][CH:24]([O:23][C:21]1[CH:22]=[C:8]([O:7][C:34]2[CH:35]=[CH:36][C:31]([C:30]([O:29][CH2:27][CH3:28])=[O:38])=[CH:32][CH:33]=2)[CH:9]=[C:10]([C:11]([NH:13][C:14]2[CH:18]=[CH:17][N:16]([CH3:19])[N:15]=2)=[O:12])[CH:20]=1)[CH3:26]. (7) Given the reactants F[C:2]1[CH:7]=[CH:6][C:5]([N+:8]([O-:10])=[O:9])=[CH:4][CH:3]=1.[C:11]([O:15][C:16]([N:18]1[CH2:24][CH2:23][CH2:22][NH:21][CH2:20][CH2:19]1)=[O:17])([CH3:14])([CH3:13])[CH3:12].C(OCC)(=O)C.O, predict the reaction product. The product is: [N+:8]([C:5]1[CH:6]=[CH:7][C:2]([N:21]2[CH2:22][CH2:23][CH2:24][N:18]([C:16]([O:15][C:11]([CH3:14])([CH3:13])[CH3:12])=[O:17])[CH2:19][CH2:20]2)=[CH:3][CH:4]=1)([O-:10])=[O:9]. (8) Given the reactants [C:1]([N:4]1[CH:13]=[CH:12][C:11]2[C:6](=[CH:7][CH:8]=[C:9]([F:15])[C:10]=2[Br:14])[CH:5]1[CH2:16][C:17]([O:19][CH3:20])=[O:18])(=[O:3])[CH3:2].C([SiH](CC)CC)C.FC(F)(F)C(O)=O, predict the reaction product. The product is: [C:1]([N:4]1[CH2:13][CH2:12][C:11]2[C:6](=[CH:7][CH:8]=[C:9]([F:15])[C:10]=2[Br:14])[CH:5]1[CH2:16][C:17]([O:19][CH3:20])=[O:18])(=[O:3])[CH3:2]. (9) The product is: [NH2:1][CH2:4][C@H:5]1[CH2:10][CH2:9][CH2:8][N:7]([C:11]([O:13][C:14]([CH3:17])([CH3:16])[CH3:15])=[O:12])[CH2:6]1. Given the reactants [N:1]([CH2:4][C@H:5]1[CH2:10][CH2:9][CH2:8][N:7]([C:11]([O:13][C:14]([CH3:17])([CH3:16])[CH3:15])=[O:12])[CH2:6]1)=[N+]=[N-].C1(P(C2C=CC=CC=2)C2C=CC=CC=2)C=CC=CC=1.Cl, predict the reaction product.